This data is from Reaction yield outcomes from USPTO patents with 853,638 reactions. The task is: Predict the reaction yield, written as a fraction of the theoretical maximum amount of product (1.0 means a 100% yield; for example, 0.34 means a 34% yield). (1) The reactants are [CH3:1][CH:2]([CH3:37])[C@H:3]([NH:11][S:12]([C:15]1[CH:16]=[CH:17][C:18]2[C:22]3[CH:23]=[C:24](B4OC(C)(C)C(C)(C)O4)[CH:25]=[CH:26][C:21]=3[O:20][C:19]=2[CH:36]=1)(=[O:14])=[O:13])[C:4]([O:6][C:7]([CH3:10])([CH3:9])[CH3:8])=[O:5].Br[C:39]1[S:40][CH:41]=[CH:42][N:43]=1.C([O-])([O-])=O.[K+].[K+]. The catalyst is COCCOC.O.C1C=CC([P]([Pd]([P](C2C=CC=CC=2)(C2C=CC=CC=2)C2C=CC=CC=2)([P](C2C=CC=CC=2)(C2C=CC=CC=2)C2C=CC=CC=2)[P](C2C=CC=CC=2)(C2C=CC=CC=2)C2C=CC=CC=2)(C2C=CC=CC=2)C2C=CC=CC=2)=CC=1. The product is [CH3:1][CH:2]([CH3:37])[C@H:3]([NH:11][S:12]([C:15]1[CH:16]=[CH:17][C:18]2[C:22]3[CH:23]=[C:24]([C:39]4[S:40][CH:41]=[CH:42][N:43]=4)[CH:25]=[CH:26][C:21]=3[O:20][C:19]=2[CH:36]=1)(=[O:13])=[O:14])[C:4]([O:6][C:7]([CH3:8])([CH3:9])[CH3:10])=[O:5]. The yield is 0.660. (2) The reactants are [S:1]1[CH:5]=[CH:4][C:3]2[C:6](=O)[CH2:7][CH2:8][C:2]1=2.[Cl:10][C:11]1[CH:16]=[CH:15][CH:14]=[CH:13][C:12]=1[N:17]=[C:18]=S.C[Si](C)(C)[Si](C)(C)C.[Li].O.[NH2:30][NH2:31]. The catalyst is C1COCC1.O.C(O)(=O)C. The product is [Cl:10][C:11]1[CH:16]=[CH:15][CH:14]=[CH:13][C:12]=1[NH:17][C:18]1[C:7]2[CH2:8][C:2]3[S:1][CH:5]=[CH:4][C:3]=3[C:6]=2[NH:31][N:30]=1. The yield is 0.300. (3) The yield is 1.00. The product is [NH2:1][C:4]1[C:13]([S:14][CH2:15][C:16]2[CH:21]=[CH:20][CH:19]=[CH:18][CH:17]=2)=[CH:12][C:7]([C:8]([O:10][CH3:11])=[O:9])=[C:6]([NH:22][C:23]2[CH:28]=[CH:27][CH:26]=[CH:25][C:24]=2[F:29])[C:5]=1[F:30]. The reactants are [N:1]([C:4]1[C:13]([S:14][CH2:15][C:16]2[CH:21]=[CH:20][CH:19]=[CH:18][CH:17]=2)=[CH:12][C:7]([C:8]([O:10][CH3:11])=[O:9])=[C:6]([NH:22][C:23]2[CH:28]=[CH:27][CH:26]=[CH:25][C:24]=2[F:29])[C:5]=1[F:30])=[N+]=[N-].[H][H]. The catalyst is CO.[Pd]. (4) The yield is 0.0500. The reactants are C([Sn](CCCC)(CCCC)[C:6]1[N:7]=[CH:8][N:9]([C:11]2[CH:16]=[C:15]([F:17])[CH:14]=[C:13]([F:18])[C:12]=2[F:19])[CH:10]=1)CCC.[C:28]([CH:30]1[CH2:33][N:32]([C:34](=[O:52])[C@H:35]([NH:39][C:40]([C:42]2[C:50]3[C:45](=[N:46][CH:47]=[C:48](Br)[N:49]=3)[NH:44][CH:43]=2)=[O:41])[CH:36]2[CH2:38][CH2:37]2)[CH2:31]1)#[N:29]. The catalyst is CN(C=O)C.C1C=CC([P]([Pd]([P](C2C=CC=CC=2)(C2C=CC=CC=2)C2C=CC=CC=2)([P](C2C=CC=CC=2)(C2C=CC=CC=2)C2C=CC=CC=2)[P](C2C=CC=CC=2)(C2C=CC=CC=2)C2C=CC=CC=2)(C2C=CC=CC=2)C2C=CC=CC=2)=CC=1.[Cu]I. The product is [C:28]([CH:30]1[CH2:31][N:32]([C:34](=[O:52])[C@H:35]([NH:39][C:40]([C:42]2[C:50]3[C:45](=[N:46][CH:47]=[C:48]([C:6]4[N:7]=[CH:8][N:9]([C:11]5[CH:16]=[C:15]([F:17])[CH:14]=[C:13]([F:18])[C:12]=5[F:19])[CH:10]=4)[N:49]=3)[NH:44][CH:43]=2)=[O:41])[CH:36]2[CH2:38][CH2:37]2)[CH2:33]1)#[N:29]. (5) The reactants are [C:1]([O:5][C:6]([NH:8][C@@H:9]([CH2:15][C:16]1[CH:21]=[CH:20][C:19]([C:22]2[CH:27]=[CH:26][CH:25]=[C:24](NCC(OC(C)(C)C)=O)[CH:23]=2)=[CH:18][CH:17]=1)[C:10]([O:12][CH2:13][CH3:14])=[O:11])=[O:7])([CH3:4])([CH3:3])[CH3:2].[C:37]([O:41]C(N[C@@H](CC1C=CC(OS(C(F)(F)F)(=O)=O)=CC=1)C(OCC)=O)=O)(C)(C)C. No catalyst specified. The product is [C:1]([O:5][C:6]([NH:8][C@@H:9]([CH2:15][C:16]1[CH:21]=[CH:20][C:19]([C:22]2[CH:27]=[CH:26][CH:25]=[C:24]([CH:37]=[O:41])[CH:23]=2)=[CH:18][CH:17]=1)[C:10]([O:12][CH2:13][CH3:14])=[O:11])=[O:7])([CH3:4])([CH3:3])[CH3:2]. The yield is 0.610.